This data is from Experimentally validated miRNA-target interactions with 360,000+ pairs, plus equal number of negative samples. The task is: Binary Classification. Given a miRNA mature sequence and a target amino acid sequence, predict their likelihood of interaction. (1) The miRNA is hsa-miR-4720-3p with sequence UGCUUAAGUUGUACCAAGUAU. The protein sequence of the target gene is MESAAALHFSRPASLLLLLLSLCALVSAQFIVVGPTDPILATVGENTTLRCHLSPEKNAEDMEVRWFRSQFSPAVFVYKGGRERTEEQMEEYRGRTTFVSKDISRGSVALVIHNITAQENGTYRCYFQEGRSYDEAILHLVVAGLGSKPLISMRGHEDGGIRLECISRGWYPKPLTVWRDPYGGVAPALKEVSMPDADGLFMVTTAVIIRDKSVRNMSCSINNTLLGQKKESVIFIPESFMPSVSPCAVALPIIVVILMIPIAVCIYWINKLQKEKKILSGEKEFERETREIALKELEKE.... Result: 0 (no interaction). (2) The miRNA is hsa-miR-7111-5p with sequence UGGGGGAGGAAGGACAGGCCAU. The protein sequence of the target gene is MLAPIPEPKPGDLIEIFRPMYRHWAIYVGDGYVIHLAPPSEIAGAGAASIMSALTDKAIVKKELLCHVAGKDKYQVNNKHDEEYTPLPLSKIIQRAERLVGQEVLYRLTSENCEHFVNELRYGVPRSDQVRDAVKAVGIAGVGLAALGLVGVMLSRNKKQKQ. Result: 0 (no interaction). (3) The miRNA is hsa-miR-142-3p with sequence UGUAGUGUUUCCUACUUUAUGGA. The protein sequence of the target gene is MDTSRLGVLLSLPVLLQLATGGSSPRSGVLLRGCPTHCHCEPDGRMLLRVDCSDLGLSELPSNLSVFTSYLDLSMNNISQLLPNPLPSLRFLEELRLAGNALTYIPKGAFTGLYSLKVLMLQNNQLRHVPTEALQNLRSLQSLRLDANHISYVPPSCFSGLHSLRHLWLDDNALTEIPVQAFRSLSALQAMTLALNKIHHIPDYAFGNLSSLVVLHLHNNRIHSLGKKCFDGLHSLETLDLNYNNLDEFPTAIRTLSNLKELGFHSNNIRSIPEKAFVGNPSLITIHFYDNPIQFVGRSA.... Result: 1 (interaction). (4) The miRNA is hsa-miR-324-5p with sequence CGCAUCCCCUAGGGCAUUGGUG. The protein sequence of the target gene is MDVLASYSIFQELQLVHDTGYFSALPSLEETWQQTCLELERYLQTEPRRISETFGEDLDCFLHASPPPCIEESFRRLDPLLLPVEAAICEKSSAVDILLSRDKLLSETCLSLQPASSSLDSYTAVNQAQLNAVTSLTPPSSPELSRHLVKTSQTLSAVDGTVTLKLVAKKAALSSVKVGGVATAAAAVTAAGAVKSGQSDSDQGGLGAEACPENKKRVHRCQFNGCRKVYTKSSHLKAHQRTHTGEKPYKCSWEGCEWRFARSDELTRHYRKHTGAKPFKCNHCDRCFSRSDHLALHMKR.... Result: 1 (interaction). (5) The miRNA is mmu-miR-6973a-3p with sequence CACUCUAACCCUACCUACCCAU. Result: 0 (no interaction). The protein sequence of the target gene is MDQPQFSGAPRFLTRPKAFVVSVGKDATLSCQIVGNPTPQVSWEKDQQPVAAGARFRLAQDGDLYRLTILDLALGDSGQYVCRARNAIGEAFAAVGLQVDAEAACAEQAPHFLLRPTSIRVREGSEATFRCRVGGSPRPAVSWSKDGRRLGEPDGPRVRVEELGEASALRIRAARPRDGGTYEVRAENPLGAASAAAALVVDSDAADTASRPGTSTAALLAHLQRRREAMRAEGAPASPPSTGTRTCTVTEGKHARLSCYVTGEPKPETVWKKDGQLVTEGRRHVVYEDAQENFVLKILF.... (6) The miRNA is hsa-miR-6504-3p with sequence CAUUACAGCACAGCCAUUCU. The protein sequence of the target gene is MSDPITLNVGGKLYTTSLATLTSFPDSMLGAMFSGKMPTKRDSQGNCFIDRDGKVFRYILNFLRTSHLDLPEDFQEMGLLRREADFYQVQPLIEALQEKEVELSKAEKNAMLNITLNQRVQTVHFTVREAPQIYSLSSSSMEVFNANIFSTSCLFLKLLGSKLFYCSNGNLSSITSHLQDPNHLTLDWVANVEGLPEEEYTKQNLKRLWVVPANKQINSFQVFVEEVLKIALSDGFCIDSSHPHALDFMNNKIIRLIRYR. Result: 1 (interaction). (7) The miRNA is mmu-miR-217-5p with sequence UACUGCAUCAGGAACUGACUGGA. The protein sequence of the target gene is MDFQERDPPFLPESAQSSKPSSAQQASELWEVVEEPRVRLGTEGVMPERQEGHLLKKRKWPLKGWHKRYFVLEDGILHYATTRQDITKGKLHGSIDVRLSVMSINKKAQRIDLDTEDNIYHLKIKSQDLFQSWVAQLRAHRLAHRLDMPRGSLPSTAHRKVPGAQLPTAATASALPGLGPREKVSSWLRDSDGLDRCSHELSECQGKLQELHRLLQSLESLHRIPSAPVIPTHQASVTTERPKKGKRTSRMWCTQSFAKDDTIGRVGRLHGSVPNLSRYLESRDSSGTRGLPPTDYAHLQ.... Result: 0 (no interaction).